This data is from Catalyst prediction with 721,799 reactions and 888 catalyst types from USPTO. The task is: Predict which catalyst facilitates the given reaction. (1) Reactant: [CH2:1]([NH2:8])[C:2]1[CH:7]=[CH:6][CH:5]=[CH:4][CH:3]=1.C(N(CC)CC)C.Br[CH2:17][C:18]1[CH:23]=[CH:22][C:21]([F:24])=[CH:20][C:19]=1[CH2:25]Br. Product: [CH2:1]([N:8]1[CH2:25][C:19]2[C:18](=[CH:23][CH:22]=[C:21]([F:24])[CH:20]=2)[CH2:17]1)[C:2]1[CH:7]=[CH:6][CH:5]=[CH:4][CH:3]=1. The catalyst class is: 11. (2) Reactant: [C:1]([O:5][C:6](=[O:17])[NH:7][C:8]1[CH:13]=[C:12]([Cl:14])[C:11]([OH:15])=[C:10]([Cl:16])[CH:9]=1)([CH3:4])([CH3:3])[CH3:2].C(=O)([O-])[O-].[K+].[K+].C1(=O)O[CH2:27][CH2:26][O:25]1.[OH-].[Na+]. Product: [C:1]([O:5][C:6](=[O:17])[NH:7][C:8]1[CH:13]=[C:12]([Cl:14])[C:11]([O:15][CH2:27][CH2:26][OH:25])=[C:10]([Cl:16])[CH:9]=1)([CH3:4])([CH3:2])[CH3:3]. The catalyst class is: 11.